This data is from NCI-60 drug combinations with 297,098 pairs across 59 cell lines. The task is: Regression. Given two drug SMILES strings and cell line genomic features, predict the synergy score measuring deviation from expected non-interaction effect. (1) Drug 1: CC1CCC2CC(C(=CC=CC=CC(CC(C(=O)C(C(C(=CC(C(=O)CC(OC(=O)C3CCCCN3C(=O)C(=O)C1(O2)O)C(C)CC4CCC(C(C4)OC)OCCO)C)C)O)OC)C)C)C)OC. Drug 2: C1CC(=O)NC(=O)C1N2C(=O)C3=CC=CC=C3C2=O. Cell line: M14. Synergy scores: CSS=-0.155, Synergy_ZIP=2.74, Synergy_Bliss=6.49, Synergy_Loewe=-16.2, Synergy_HSA=-4.02. (2) Drug 1: C1CCC(CC1)NC(=O)N(CCCl)N=O. Drug 2: CC1=CC=C(C=C1)C2=CC(=NN2C3=CC=C(C=C3)S(=O)(=O)N)C(F)(F)F. Cell line: OVCAR-5. Synergy scores: CSS=5.00, Synergy_ZIP=-3.45, Synergy_Bliss=-2.35, Synergy_Loewe=-4.83, Synergy_HSA=-3.57. (3) Drug 1: CC(CN1CC(=O)NC(=O)C1)N2CC(=O)NC(=O)C2. Drug 2: CC1=C(C=C(C=C1)NC(=O)C2=CC=C(C=C2)CN3CCN(CC3)C)NC4=NC=CC(=N4)C5=CN=CC=C5. Cell line: NCI-H522. Synergy scores: CSS=14.5, Synergy_ZIP=-2.05, Synergy_Bliss=1.21, Synergy_Loewe=0.542, Synergy_HSA=0.535.